From a dataset of Full USPTO retrosynthesis dataset with 1.9M reactions from patents (1976-2016). Predict the reactants needed to synthesize the given product. (1) Given the product [NH2:14][C:11]1[CH:12]=[CH:13][C:8]([C:5]2[CH:6]=[CH:7][C:2]([Cl:1])=[CH:3][CH:4]=2)=[CH:9][C:10]=1[CH2:17][N:18]1[CH2:23][CH2:22][N:21]([C:24]([O:26][C:27]([CH3:29])([CH3:30])[CH3:28])=[O:25])[CH2:20][CH:19]1[C:31]([O:33][CH3:34])=[O:32], predict the reactants needed to synthesize it. The reactants are: [Cl:1][C:2]1[CH:7]=[CH:6][C:5]([C:8]2[CH:13]=[CH:12][C:11]([N+:14]([O-])=O)=[C:10]([CH2:17][N:18]3[CH2:23][CH2:22][N:21]([C:24]([O:26][C:27]([CH3:30])([CH3:29])[CH3:28])=[O:25])[CH2:20][CH:19]3[C:31]([O:33][CH3:34])=[O:32])[CH:9]=2)=[CH:4][CH:3]=1.[H][H]. (2) Given the product [Br:14][C:15]1[CH:20]=[CH:19][C:18]([NH:21][C:11](=[O:13])[CH3:12])=[CH:17][CH:16]=1, predict the reactants needed to synthesize it. The reactants are: N1C=CC=CC=1.C(O[C:11](=[O:13])[CH3:12])(=O)C.[Br:14][C:15]1[CH:20]=[CH:19][C:18]([NH2:21])=[CH:17][CH:16]=1. (3) Given the product [O:32]([C:9]1[C:10]([NH:13][C:14]2[S:15][CH:16]=[C:17]([CH:19]3[CH2:24][CH2:23][N:22]([C:25]([O:27][C:28]([CH3:31])([CH3:30])[CH3:29])=[O:26])[CH2:21][CH2:20]3)[N:18]=2)=[N:11][CH:12]=[C:7]([S:6][C:41]2[CH:46]=[CH:45][N:44]=[C:43]3[CH:47]=[CH:48][S:49][C:42]=23)[CH:8]=1)[C:33]1[CH:38]=[CH:37][CH:36]=[CH:35][CH:34]=1, predict the reactants needed to synthesize it. The reactants are: COC(=O)CC[S:6][C:7]1[CH:8]=[C:9]([O:32][C:33]2[CH:38]=[CH:37][CH:36]=[CH:35][CH:34]=2)[C:10]([NH:13][C:14]2[S:15][CH:16]=[C:17]([CH:19]3[CH2:24][CH2:23][N:22]([C:25]([O:27][C:28]([CH3:31])([CH3:30])[CH3:29])=[O:26])[CH2:21][CH2:20]3)[N:18]=2)=[N:11][CH:12]=1.Cl[C:41]1[CH:46]=[CH:45][N:44]=[C:43]2[CH:47]=[CH:48][S:49][C:42]=12.CC([O-])(C)C.[K+].[NH4+].[Cl-]. (4) The reactants are: C(=O)([O-])O.[Na+].[N+:6]([C:9]1[CH:10]=[N:11][N:12]([CH2:14][C:15]([OH:17])=[O:16])[CH:13]=1)([O-:8])=[O:7].F[P-](F)(F)(F)(F)F.N1(OC(N(C)C)=[N+](C)C)C2N=CC=CC=2N=N1.O[C:43]1[CH:44]=[N:45][C:46]2[C:51]([C:52]=1[CH:53]=O)=[CH:50][C:49]([O:55][CH3:56])=[CH:48][CH:47]=2.N12CCCN=C1CCCCC2. Given the product [CH3:56][O:55][C:49]1[CH:50]=[C:51]2[C:46](=[CH:47][CH:48]=1)[N:45]=[CH:44][C:43]1[O:16][C:15](=[O:17])[C:14]([N:12]3[CH:13]=[C:9]([N+:6]([O-:8])=[O:7])[CH:10]=[N:11]3)=[CH:53][C:52]2=1, predict the reactants needed to synthesize it. (5) Given the product [CH:1]1([N:5]2[CH2:6][CH2:7][C:8]3[CH:15]=[CH:14][C:13]([O:16][C:20]4[CH:21]=[N:22][C:23]([C:26]#[N:27])=[N:24][CH:25]=4)=[CH:12][C:9]=3[CH2:10][CH2:11]2)[CH2:4][CH2:3][CH2:2]1, predict the reactants needed to synthesize it. The reactants are: [CH:1]1([N:5]2[CH2:11][CH2:10][C:9]3[CH:12]=[C:13]([OH:16])[CH:14]=[CH:15][C:8]=3[CH2:7][CH2:6]2)[CH2:4][CH2:3][CH2:2]1.[H-].[Na+].Br[C:20]1[CH:21]=[N:22][C:23]([C:26]#[N:27])=[N:24][CH:25]=1. (6) Given the product [CH:1]1([N:4]2[C:13]3[C:8](=[C:9]([N+:26]([O-:28])=[O:27])[C:10]([F:19])=[C:11]([F:18])[C:12]=3[O:14][CH:15]([F:16])[F:17])[C:7](=[O:20])[C:6]([C:21]([O:23][CH2:24][CH3:25])=[O:22])=[CH:5]2)[CH2:2][CH2:3]1, predict the reactants needed to synthesize it. The reactants are: [CH:1]1([N:4]2[C:13]3[C:8](=[CH:9][C:10]([F:19])=[C:11]([F:18])[C:12]=3[O:14][CH:15]([F:17])[F:16])[C:7](=[O:20])[C:6]([C:21]([O:23][CH2:24][CH3:25])=[O:22])=[CH:5]2)[CH2:3][CH2:2]1.[N+:26]([O-])([O-:28])=[O:27].[K+]. (7) Given the product [Cl:1][C:2]1[CH:3]=[C:4]([CH:12]([CH2:17][C@H:18]2[CH2:38][CH2:37][C:20]3([O:21][C@H:22]([C:31]4[CH:36]=[CH:35][CH:34]=[CH:33][CH:32]=4)[C@@H:23]([C:25]4[CH:26]=[CH:27][CH:28]=[CH:29][CH:30]=4)[O:24]3)[CH2:19]2)[C:13](=[O:16])[CH2:14][CH2:15][C:50]([C:47]2[CH:46]=[CH:45][C:44]([CH:40]3[O:41][CH2:42][CH2:43][O:39]3)=[CH:49][N:48]=2)=[O:51])[CH:5]=[CH:6][C:7]=1[S:8]([CH3:11])(=[O:9])=[O:10], predict the reactants needed to synthesize it. The reactants are: [Cl:1][C:2]1[CH:3]=[C:4]([CH:12]([CH2:17][C@H:18]2[CH2:38][CH2:37][C:20]3([O:24][C@H:23]([C:25]4[CH:30]=[CH:29][CH:28]=[CH:27][CH:26]=4)[C@@H:22]([C:31]4[CH:36]=[CH:35][CH:34]=[CH:33][CH:32]=4)[O:21]3)[CH2:19]2)[C:13](=[O:16])[CH:14]=[CH2:15])[CH:5]=[CH:6][C:7]=1[S:8]([CH3:11])(=[O:10])=[O:9].[O:39]1[CH2:43][CH2:42][O:41][CH:40]1[C:44]1[CH:45]=[CH:46][C:47]([CH:50]=[O:51])=[N:48][CH:49]=1.C(N(CC)CC)C. (8) Given the product [NH2:1][C:2]1[C:11]([CH2:12][CH2:13][CH3:14])=[CH:10][C:5]([C:6]([O:8][CH3:9])=[O:7])=[C:4]([Cl:16])[CH:3]=1, predict the reactants needed to synthesize it. The reactants are: [NH2:1][C:2]1[C:11]([CH2:12][CH:13](C)[CH3:14])=[CH:10][C:5]([C:6]([O:8][CH3:9])=[O:7])=[C:4]([Cl:16])[CH:3]=1.C(B(O)O)CC.